This data is from Full USPTO retrosynthesis dataset with 1.9M reactions from patents (1976-2016). The task is: Predict the reactants needed to synthesize the given product. (1) Given the product [C:1]([C:3]1[CH:8]=[CH:7][C:6]([N:9]=[C:10]2[S:14][CH2:13][C:12]3([CH2:15][CH2:16][CH2:17][CH2:18]3)[N:11]2[CH:21]2[CH2:25][CH2:24][CH2:23][CH2:22]2)=[C:5]([CH2:19][CH3:20])[CH:4]=1)#[N:2], predict the reactants needed to synthesize it. The reactants are: [C:1]([C:3]1[CH:8]=[CH:7][C:6]([N:9]=[C:10]2[S:14][CH2:13][C:12]3([CH2:18][CH2:17][CH2:16][CH2:15]3)[NH:11]2)=[C:5]([CH2:19][CH3:20])[CH:4]=1)#[N:2].[CH:21]1(Br)[CH2:25][CH2:24][CH2:23][CH2:22]1. (2) Given the product [Cl:1][C:2]1[N:7]=[C:6]([C:8]2[CH:9]=[N:10][C:11]([NH:14][CH3:15])=[N:12][CH:13]=2)[CH:5]=[C:4]([N:17]2[CH2:22][CH2:21][O:20][CH2:19][CH2:18]2)[N:3]=1, predict the reactants needed to synthesize it. The reactants are: [Cl:1][C:2]1[N:7]=[C:6]([C:8]2[CH:9]=[N:10][C:11]([NH:14][CH3:15])=[N:12][CH:13]=2)[CH:5]=[C:4](Cl)[N:3]=1.[NH:17]1[CH2:22][CH2:21][O:20][CH2:19][CH2:18]1. (3) Given the product [F:11][CH:12]([F:16])[C:13](=[O:7])[CH2:2][C:1]([O:4][CH2:5][CH3:6])=[O:3], predict the reactants needed to synthesize it. The reactants are: [C:1]([O:4][CH2:5][CH3:6])(=[O:3])[CH3:2].[O-:7]CC.[Na+].[F:11][C:12](N(C)C)([F:16])[CH:13](F)F.O. (4) Given the product [Br:24][CH2:20][CH2:27][N:28]([C:33]1[CH:34]=[C:35]([CH:40]=[CH:41][C:42]=1[C:43]([F:45])([F:46])[F:44])[C:36]([O:38][CH3:39])=[O:37])[S:29]([CH3:32])(=[O:30])=[O:31], predict the reactants needed to synthesize it. The reactants are: C1C=CC(P(C2C=CC=CC=2)C2C=CC=CC=2)=CC=1.[C:20]([Br:24])(Br)(Br)Br.OC[CH2:27][N:28]([C:33]1[CH:34]=[C:35]([CH:40]=[CH:41][C:42]=1[C:43]([F:46])([F:45])[F:44])[C:36]([O:38][CH3:39])=[O:37])[S:29]([CH3:32])(=[O:31])=[O:30]. (5) Given the product [OH:1][CH2:2][CH2:3][CH2:4][N:5]1[CH:9]=[C:8]([C:10]2[CH:11]=[CH:12][C:13]([NH:21][C:22]3[C:27]([C:28]([F:30])([F:29])[F:31])=[CH:26][N:25]=[C:24]([NH:32][C:33]4[CH:47]=[CH:46][C:36]([CH2:37][P:38](=[O:45])([O:42][CH2:43][CH3:44])[O:39][CH2:40][CH3:41])=[CH:35][C:34]=4[O:48][CH3:49])[N:23]=3)=[C:14]([C:15](=[O:20])[NH:16][CH3:19])[C:18]=2[O:58][CH3:57])[CH:7]=[N:6]1, predict the reactants needed to synthesize it. The reactants are: [OH:1][CH2:2][CH2:3][CH2:4][N:5]1[CH:9]=[C:8]([C:10]2[CH:11]=[CH:12][C:13]([NH:21][C:22]3[C:27]([C:28]([F:31])([F:30])[F:29])=[CH:26][N:25]=[C:24]([NH:32][C:33]4[CH:47]=[CH:46][C:36]([CH2:37][P:38](=[O:45])([O:42][CH2:43][CH3:44])[O:39][CH2:40][CH3:41])=[CH:35][C:34]=4[O:48][CH3:49])[N:23]=3)=[C:14]3[C:18]=2C[N:16]([CH3:19])[C:15]3=[O:20])[CH:7]=[N:6]1.NC1C([C:57](NC)=[O:58])=C(OC)C(C2C=NN(CCCO)C=2)=CC=1. (6) Given the product [Br:1][C:2]1[CH:11]=[C:10]([CH2:12][C:14]#[N:15])[CH:9]=[CH:8][C:3]=1[C:4]([O:6][CH3:7])=[O:5], predict the reactants needed to synthesize it. The reactants are: [Br:1][C:2]1[CH:11]=[C:10]([CH2:12]Br)[CH:9]=[CH:8][C:3]=1[C:4]([O:6][CH3:7])=[O:5].[C-:14]#[N:15].[Na+].C(OC)(C)(C)C. (7) The reactants are: C([O:8][C:9](=[O:33])[C@@H:10]([NH:25][C:26]([O:28][C:29]([CH3:32])([CH3:31])[CH3:30])=[O:27])[CH2:11][CH2:12][C:13]1[N:14](CC2C=CC=CC=2)[NH:15][NH:16][N:17]=1)C1C=CC=CC=1. Given the product [C:29]([O:28][C:26]([NH:25][C@@H:10]([CH2:11][CH2:12][C:13]1[N:14]=[N:15][NH:16][N:17]=1)[C:9]([OH:33])=[O:8])=[O:27])([CH3:32])([CH3:30])[CH3:31], predict the reactants needed to synthesize it.